Dataset: NCI-60 drug combinations with 297,098 pairs across 59 cell lines. Task: Regression. Given two drug SMILES strings and cell line genomic features, predict the synergy score measuring deviation from expected non-interaction effect. Drug 1: CNC(=O)C1=NC=CC(=C1)OC2=CC=C(C=C2)NC(=O)NC3=CC(=C(C=C3)Cl)C(F)(F)F. Drug 2: C1CNP(=O)(OC1)N(CCCl)CCCl. Cell line: MOLT-4. Synergy scores: CSS=-2.87, Synergy_ZIP=2.99, Synergy_Bliss=3.00, Synergy_Loewe=-1.82, Synergy_HSA=-2.84.